From a dataset of Reaction yield outcomes from USPTO patents with 853,638 reactions. Predict the reaction yield, written as a fraction of the theoretical maximum amount of product (1.0 means a 100% yield; for example, 0.34 means a 34% yield). The yield is 0.500. The product is [CH2:1]([N:8]1[CH2:20][CH2:19][O:11][C@H:10]([CH2:16][OH:15])[CH2:9]1)[C:2]1[CH:7]=[CH:6][CH:5]=[CH:4][CH:3]=1. The reactants are [CH2:1]([NH:8][CH2:9][CH2:10][OH:11])[C:2]1[CH:7]=[CH:6][CH:5]=[CH:4][CH:3]=1.ClC[C@H]1[CH2:16][O:15]1.Cl.O.[CH3:19][CH:20](O)C. The catalyst is O.